Dataset: Forward reaction prediction with 1.9M reactions from USPTO patents (1976-2016). Task: Predict the product of the given reaction. (1) Given the reactants C([Li])CCC.Br[C:7]1[CH:12]=[C:11]([Cl:13])[CH:10]=[CH:9][C:8]=1[O:14][CH2:15][C:16]1[CH:21]=[CH:20][CH:19]=[CH:18][CH:17]=1.C[O:23][B:24](OC)[O:25]C.Cl, predict the reaction product. The product is: [CH2:15]([O:14][C:8]1[CH:9]=[CH:10][C:11]([Cl:13])=[CH:12][C:7]=1[B:24]([OH:25])[OH:23])[C:16]1[CH:21]=[CH:20][CH:19]=[CH:18][CH:17]=1. (2) Given the reactants [Br:1][C:2]1[CH:11]=[CH:10][C:5]([C:6]([O:8]C)=[O:7])=[CH:4][C:3]=1[CH2:12][O:13][CH3:14].FC1C(C)=C(C2C=CC(C(O)=O)=CC=2COC)C=CC=1.[OH-].[Na+], predict the reaction product. The product is: [Br:1][C:2]1[CH:11]=[CH:10][C:5]([C:6]([OH:8])=[O:7])=[CH:4][C:3]=1[CH2:12][O:13][CH3:14]. (3) The product is: [F:30][C:31]1[CH:32]=[C:33]([C:5]2[C:13]3[C:8](=[N:9][CH:10]=[C:11]([C:14]4[CH:19]=[CH:18][CH:17]=[CH:16][CH:15]=4)[CH:12]=3)[N:7]([S:20]([C:23]3[CH:28]=[CH:27][C:26]([CH3:29])=[CH:25][CH:24]=3)(=[O:22])=[O:21])[CH:6]=2)[CH:34]=[CH:35][C:36]=1[O:37][CH3:38]. Given the reactants B([O-])[O-].Br[C:5]1[C:13]2[C:8](=[N:9][CH:10]=[C:11]([C:14]3[CH:19]=[CH:18][CH:17]=[CH:16][CH:15]=3)[CH:12]=2)[N:7]([S:20]([C:23]2[CH:28]=[CH:27][C:26]([CH3:29])=[CH:25][CH:24]=2)(=[O:22])=[O:21])[CH:6]=1.[F:30][C:31]1[CH:32]=[C:33](B(O)O)[CH:34]=[CH:35][C:36]=1[O:37][CH3:38].C(=O)([O-])[O-].[Na+].[Na+], predict the reaction product. (4) Given the reactants [Cl:1][C:2]1[CH:7]=[CH:6][CH:5]=[C:4]([F:8])[C:3]=1[C:9]1[C:10](=O)[NH:11][N:12]=[C:13]([CH3:22])[C:14]=1[C:15]1[CH:20]=[CH:19][C:18]([Cl:21])=[CH:17][CH:16]=1.P(Cl)(Cl)([Cl:26])=O, predict the reaction product. The product is: [Cl:26][C:10]1[N:11]=[N:12][C:13]([CH3:22])=[C:14]([C:15]2[CH:20]=[CH:19][C:18]([Cl:21])=[CH:17][CH:16]=2)[C:9]=1[C:3]1[C:4]([F:8])=[CH:5][CH:6]=[CH:7][C:2]=1[Cl:1]. (5) Given the reactants [CH3:1][C:2]1[CH:11]=[CH:10][CH:9]=[C:8]2[C:3]=1[CH:4]=[CH:5][CH:6]=[C:7]2[O:12][C:13]1[CH:20]=[CH:19][C:16]([C:17]#[N:18])=[CH:15][N:14]=1.[Br:21]N1C(=O)CCC1=O.C(OOC(=O)C1C=CC=CC=1)(=O)C1C=CC=CC=1, predict the reaction product. The product is: [Br:21][CH2:1][C:2]1[CH:11]=[CH:10][CH:9]=[C:8]2[C:3]=1[CH:4]=[CH:5][CH:6]=[C:7]2[O:12][C:13]1[CH:20]=[CH:19][C:16]([C:17]#[N:18])=[CH:15][N:14]=1.